From a dataset of Reaction yield outcomes from USPTO patents with 853,638 reactions. Predict the reaction yield, written as a fraction of the theoretical maximum amount of product (1.0 means a 100% yield; for example, 0.34 means a 34% yield). (1) No catalyst specified. The yield is 1.00. The reactants are [F:8][C:7]([F:10])([F:9])[C:6](O[C:6](=[O:11])[C:7]([F:10])([F:9])[F:8])=[O:11].[Br:14][C:15]1[CH:21]=[CH:20][C:18]([NH2:19])=[CH:17][C:16]=1[F:22].[N+:23]([O-])([O-:25])=[O:24].[K+]. The product is [Br:14][C:15]1[C:16]([F:22])=[CH:17][C:18]([NH:19][C:6](=[O:11])[C:7]([F:8])([F:9])[F:10])=[C:20]([N+:23]([O-:25])=[O:24])[CH:21]=1. (2) The reactants are [NH2:1][C@@H:2]1[CH2:6][CH2:5][N:4]([CH2:7][C:8]2[C:17]([Cl:18])=[C:16]3[C:11]([C:12](=[O:33])[N:13]([CH2:20][C:21]4[CH:26]=[C:25]([Cl:27])[CH:24]=[CH:23][C:22]=4[S:28]([CH2:31][CH3:32])(=[O:30])=[O:29])[C:14](=[O:19])[NH:15]3)=[CH:10][C:9]=2[C:34]([F:37])([F:36])[F:35])[CH2:3]1.[CH3:38][N:39]([CH3:44])[CH2:40][C:41](O)=[O:42].C1C=CC2N(O)N=NC=2C=1.CCN(C(C)C)C(C)C. The catalyst is C(Cl)Cl.CS(C)=O. The product is [Cl:18][C:17]1[C:8]([CH2:7][N:4]2[CH2:5][CH2:6][C@@H:2]([NH:1][C:41](=[O:42])[CH2:40][N:39]([CH3:44])[CH3:38])[CH2:3]2)=[C:9]([C:34]([F:35])([F:36])[F:37])[CH:10]=[C:11]2[C:16]=1[NH:15][C:14](=[O:19])[N:13]([CH2:20][C:21]1[CH:26]=[C:25]([Cl:27])[CH:24]=[CH:23][C:22]=1[S:28]([CH2:31][CH3:32])(=[O:30])=[O:29])[C:12]2=[O:33]. The yield is 0.610.